From a dataset of Forward reaction prediction with 1.9M reactions from USPTO patents (1976-2016). Predict the product of the given reaction. (1) Given the reactants [NH2:1][C@H:2]1[CH2:7][CH2:6][C@H:5]([NH:8][C:9]2[N:18]=[CH:17][C:16]3[C:11](=[CH:12][C:13]([C:19]([NH:21][CH2:22][C:23]4[CH:28]=[CH:27][CH:26]=[CH:25][CH:24]=4)=[O:20])=[CH:14][CH:15]=3)[N:10]=2)[CH2:4][CH2:3]1.[C:29](Cl)(=[O:31])C.C(N([CH2:38][CH3:39])CC)C.Cl[CH:41](Cl)C.C(COC)OC, predict the reaction product. The product is: [CH2:22]([NH:21][C:19]([C:13]1[CH:12]=[C:11]2[C:16]([CH:17]=[N:18][C:9]([NH:8][C@H:5]3[CH2:4][CH2:3][C@H:2]([NH:1][C:29](=[O:31])[CH:38]([CH3:39])[CH3:41])[CH2:7][CH2:6]3)=[N:10]2)=[CH:15][CH:14]=1)=[O:20])[C:23]1[CH:24]=[CH:25][CH:26]=[CH:27][CH:28]=1. (2) Given the reactants [C:1]([C:3]1[CH:8]=[CH:7][C:6]([C:9]2[CH:10]=[N:11][N:12]([C:15]3[CH:23]=[C:22]([CH3:24])[C:18]([C:19](O)=[O:20])=[CH:17][N:16]=3)[C:13]=2[OH:14])=[CH:5][CH:4]=1)#[N:2].[CH3:25][N:26]1[CH2:31][CH2:30][NH:29][CH2:28][CH2:27]1, predict the reaction product. The product is: [OH:14][C:13]1[N:12]([C:15]2[CH:23]=[C:22]([CH3:24])[C:18]([C:19]([N:29]3[CH2:30][CH2:31][N:26]([CH3:25])[CH2:27][CH2:28]3)=[O:20])=[CH:17][N:16]=2)[N:11]=[CH:10][C:9]=1[C:6]1[CH:7]=[CH:8][C:3]([C:1]#[N:2])=[CH:4][CH:5]=1.